This data is from Forward reaction prediction with 1.9M reactions from USPTO patents (1976-2016). The task is: Predict the product of the given reaction. (1) Given the reactants C(N(CC)CC)C.[CH:8]([C:10]1[C:18]2[C:13](=[N:14][C:15]([CH3:19])=[CH:16][CH:17]=2)[N:12](C(OC(C)(C)C)=O)[CH:11]=1)=[O:9].[CH:27](=[N:34][C:35]1[CH:40]=[CH:39][CH:38]=[C:37]([O:41][CH3:42])[CH:36]=1)[C:28]1[CH:33]=[CH:32][CH:31]=[CH:30][CH:29]=1, predict the reaction product. The product is: [CH3:42][O:41][C:37]1[CH:36]=[C:35]([NH:34][CH:27]([C:28]2[CH:33]=[CH:32][CH:31]=[CH:30][CH:29]=2)[C:8]([C:10]2[C:18]3[C:13](=[N:14][C:15]([CH3:19])=[CH:16][CH:17]=3)[NH:12][CH:11]=2)=[O:9])[CH:40]=[CH:39][CH:38]=1. (2) Given the reactants [C:1]([C:5]1[CH:10]=[C:9](Cl)[N:8]=[CH:7][N:6]=1)([CH3:4])([CH3:3])[CH3:2].[CH3:12][C:13]1[C:18](B2OC(C)(C)C(C)(C)O2)=[CH:17][CH:16]=[CH:15][N:14]=1.C([O-])(=O)C.[K+].C(=O)([O-])[O-].[Na+].[Na+], predict the reaction product. The product is: [CH3:12][C:13]1[C:18]([C:9]2[CH:10]=[C:5]([C:1]([CH3:4])([CH3:3])[CH3:2])[N:6]=[CH:7][N:8]=2)=[CH:17][CH:16]=[CH:15][N:14]=1. (3) Given the reactants FC1C(S)=CC=CC=1C(OCC)=O.C1C(=O)N(Cl)C(=O)C1.[Cl:22][C:23]1[C:31]([F:32])=[C:30]2[C:26]([C:27]([S:47][C:48]3[CH:53]=[CH:52][CH:51]=[C:50]([C:54]([O:56][CH2:57][CH3:58])=[O:55])[C:49]=3[F:59])=[C:28](C3CC3)[N:29]2C2C=NN(CCCC(O)=O)C=2)=[CH:25][CH:24]=1, predict the reaction product. The product is: [Cl:22][C:23]1[C:31]([F:32])=[C:30]2[C:26]([C:27]([S:47][C:48]3[C:49]([F:59])=[C:50]([CH:51]=[CH:52][CH:53]=3)[C:54]([O:56][CH2:57][CH3:58])=[O:55])=[CH:28][NH:29]2)=[CH:25][CH:24]=1. (4) The product is: [O:65]=[C:56]1[NH:55][C:54]([C:48]2[CH:49]=[CH:50][CH:51]=[CH:52][CH:53]=2)=[CH:58][N:57]1[CH:59]1[CH2:60][CH2:61][N:62]([C:1]([O:2][C@H:3]([CH2:18][C:19]2[CH:27]=[C:26]([CH3:28])[C:25]3[C:21](=[CH:22][N:23]([CH2:29][O:30][CH2:31][CH2:32][Si:33]([CH3:35])([CH3:34])[CH3:36])[N:24]=3)[CH:20]=2)[C:4](=[O:17])[N:5]2[CH2:10][CH2:9][CH:8]([N:11]3[CH2:16][CH2:15][CH2:14][CH2:13][CH2:12]3)[CH2:7][CH2:6]2)=[O:37])[CH2:63][CH2:64]1. Given the reactants [C:1](=O)([O:37]C1C=CC([N+]([O-])=O)=CC=1)[O:2][C@H:3]([CH2:18][C:19]1[CH:27]=[C:26]([CH3:28])[C:25]2[C:21](=[CH:22][N:23]([CH2:29][O:30][CH2:31][CH2:32][Si:33]([CH3:36])([CH3:35])[CH3:34])[N:24]=2)[CH:20]=1)[C:4](=[O:17])[N:5]1[CH2:10][CH2:9][CH:8]([N:11]2[CH2:16][CH2:15][CH2:14][CH2:13][CH2:12]2)[CH2:7][CH2:6]1.[C:48]1([C:54]2[NH:55][C:56](=[O:65])[N:57]([CH:59]3[CH2:64][CH2:63][NH:62][CH2:61][CH2:60]3)[CH:58]=2)[CH:53]=[CH:52][CH:51]=[CH:50][CH:49]=1.C(N(C(C)C)CC)(C)C, predict the reaction product. (5) Given the reactants C(=O)([O-])OC[C:4]1[CH:9]=[C:8]([N+:10]([O-:12])=[O:11])[C:7](Br)=[CH:6][C:5]=1[CH:14]1[CH2:18][CH2:17][CH2:16][CH2:15]1.[CH2:21]([N:23]1[CH2:28][CH2:27][NH:26][CH2:25][CH2:24]1)[CH3:22].C(N(CC)CC)C.Cl[C:37]([O:39][CH3:40])=[O:38].C([OH:43])C, predict the reaction product. The product is: [C:37](=[O:43])([O:39][CH3:40])[O:38][C:4]1[CH:9]=[C:8]([N+:10]([O-:12])=[O:11])[C:7]([N:26]2[CH2:27][CH2:28][N:23]([CH2:21][CH3:22])[CH2:24][CH2:25]2)=[CH:6][C:5]=1[CH:14]1[CH2:15][CH2:16][CH2:17][CH2:18]1.